This data is from Experimentally validated miRNA-target interactions with 360,000+ pairs, plus equal number of negative samples. The task is: Binary Classification. Given a miRNA mature sequence and a target amino acid sequence, predict their likelihood of interaction. (1) The protein sequence of the target gene is MVDDKEKNMKCLTFFLMLPETVKNRSKKGSKKANSSGGGGGGGSVGSGSSKLPPVCYEIITLKTKKKKKMAADIFPRKKPANSSSTTVQQQHQHNLCNNNLIPAPNWQGLYPTIRERNAVMFNNDLMADVHFVVGPPGGTQRLPGHKYVLAVGSSVFHAMFYGELAEDKDEIRIPDVEPAAFLAMLKYIYCDEIDLAADTVLATLYAAKKYIVPHLARACVNFLETSLSAKNACVLLSQSCLFEEPDLTQRCWEVIDAQAELALKSEGFCDIDFQTLESILRRETLNAKEIVVFEAALNW.... The miRNA is hsa-miR-877-3p with sequence UCCUCUUCUCCCUCCUCCCAG. Result: 0 (no interaction). (2) The miRNA is hsa-miR-6880-5p with sequence UGGUGGAGGAAGAGGGCAGCUC. The protein sequence of the target gene is MAHVGDCTQTPWLPVLVVSLMCSARAEYSNCGENEYYNQTTGLCQECPPCGPGEEPYLSCGYGTKDEDYGCVPCPAEKFSKGGYQICRRHKDCEGFFRATVLTPGDMENDAECGPCLPGYYMLENRPRNIYGMVCYSCLLAPPNTKECVGATSGASANFPGTSGSSTLSPFQHAHKELSGQGHLATALIIAMSTIFIMAIAIVLIIMFYILKTKPSAPACCTSHPGKSVEAQVSKDEEKKEAPDNVVMFSEKDEFEKLTATPAKPTKSENDASSENEQLLSRSVDSDEEPAPDKQGSPEL.... Result: 1 (interaction).